From a dataset of Reaction yield outcomes from USPTO patents with 853,638 reactions. Predict the reaction yield, written as a fraction of the theoretical maximum amount of product (1.0 means a 100% yield; for example, 0.34 means a 34% yield). (1) The reactants are C([O:4][CH2:5][C:6]1[CH:7]=[CH:8][C:9]2[N:33]3[C:34]([C:37]#[N:38])=[CH:35][CH:36]=[C:32]3[C:12]3([CH2:17][CH2:16][N:15]([C:18](=[O:31])[C:19]4[CH:24]=[CH:23][C:22]([S:25]([CH:28]([CH3:30])[CH3:29])(=[O:27])=[O:26])=[CH:21][CH:20]=4)[CH2:14][CH2:13]3)[O:11][C:10]=2[CH:39]=1)(=O)C.[Li+].[OH-].C1COCC1. The catalyst is CO. The product is [OH:4][CH2:5][C:6]1[CH:7]=[CH:8][C:9]2[N:33]3[C:34]([C:37]#[N:38])=[CH:35][CH:36]=[C:32]3[C:12]3([CH2:17][CH2:16][N:15]([C:18](=[O:31])[C:19]4[CH:20]=[CH:21][C:22]([S:25]([CH:28]([CH3:29])[CH3:30])(=[O:27])=[O:26])=[CH:23][CH:24]=4)[CH2:14][CH2:13]3)[O:11][C:10]=2[CH:39]=1. The yield is 0.750. (2) The reactants are [F:1][C:2]1[C:7]([CH:8]=[O:9])=[C:6]([F:10])[CH:5]=[CH:4][C:3]=1[NH:11][S:12]([CH2:15][CH2:16][CH3:17])(=[O:14])=[O:13].[BH4-].[Na+].P([O-])(O)(O)=O.[Na+]. The catalyst is CO. The product is [F:1][C:2]1[C:7]([CH2:8][OH:9])=[C:6]([F:10])[CH:5]=[CH:4][C:3]=1[NH:11][S:12]([CH2:15][CH2:16][CH3:17])(=[O:14])=[O:13]. The yield is 0.960. (3) The reactants are [CH2:1]([N:8]([CH2:38][C:39]1[CH:44]=[CH:43][CH:42]=[CH:41][CH:40]=1)[CH:9]1[CH2:14][CH2:13][CH:12]([C:15](=O)[CH2:16][NH:17][C:18]2[N:19]=[C:20]3[CH:26]=[CH:25][N:24]([S:27]([C:30]4[CH:36]=[CH:35][C:33]([CH3:34])=[CH:32][CH:31]=4)(=[O:29])=[O:28])[C:21]3=[N:22][CH:23]=2)[CH2:11][CH2:10]1)[C:2]1[CH:7]=[CH:6][CH:5]=[CH:4][CH:3]=1. The catalyst is CC#N. The product is [CH2:1]([N:8]([CH2:38][C:39]1[CH:44]=[CH:43][CH:42]=[CH:41][CH:40]=1)[CH:9]1[CH2:14][CH2:13][CH:12]([C:15]2[N:19]3[C:20]4[CH:26]=[CH:25][N:24]([S:27]([C:30]5[CH:36]=[CH:35][C:33]([CH3:34])=[CH:32][CH:31]=5)(=[O:29])=[O:28])[C:21]=4[N:22]=[CH:23][C:18]3=[N:17][CH:16]=2)[CH2:11][CH2:10]1)[C:2]1[CH:7]=[CH:6][CH:5]=[CH:4][CH:3]=1. The yield is 1.00. (4) The reactants are Br[CH2:2][C:3]1[CH:4]=[C:5]2[C:10](=[CH:11][CH:12]=1)[N:9]=[CH:8][CH:7]=[CH:6]2.[C-:13]#[N:14].[Na+]. The catalyst is C(O)C. The product is [N:9]1[C:10]2[C:5](=[CH:4][C:3]([CH2:2][C:13]#[N:14])=[CH:12][CH:11]=2)[CH:6]=[CH:7][CH:8]=1. The yield is 0.0800. (5) The reactants are [CH2:1]([OH:7])[C:2]1[O:6][CH:5]=[CH:4][CH:3]=1.[H-].[Na+].Br[CH2:11][CH2:12][CH2:13][CH2:14][CH2:15][CH2:16][CH2:17][CH2:18][CH2:19][CH2:20][CH2:21][O:22][CH:23]1[CH2:28][CH2:27][CH2:26][CH2:25][O:24]1. The catalyst is C1COCC1. The product is [O:6]1[CH:5]=[CH:4][CH:3]=[C:2]1[CH2:1][O:7][CH2:11][CH2:12][CH2:13][CH2:14][CH2:15][CH2:16][CH2:17][CH2:18][CH2:19][CH2:20][CH2:21][O:22][CH:23]1[CH2:28][CH2:27][CH2:26][CH2:25][O:24]1. The yield is 0.580. (6) The reactants are [C:1]([C:3]1[CH:8]=[CH:7][C:6]([O:9][CH3:10])=[CH:5][C:4]=1[OH:11])#[N:2].[CH3:12][C:13]([O:16][C:17](=[O:30])[N:18]([CH2:20][CH2:21][C@H:22](O)[C:23]1[CH:28]=[CH:27][CH:26]=[CH:25][CH:24]=1)[CH3:19])([CH3:15])[CH3:14].C1(P(C2C=CC=CC=2)C2C=CC=CC=2)C=CC=CC=1.[N+](C(OCC)=O)(C(OCC)=O)=[N-]. The catalyst is O1CCCC1. The product is [C:1]([C:3]1[CH:8]=[CH:7][C:6]([O:9][CH3:10])=[CH:5][C:4]=1[O:11][C@@H:22]([C:23]1[CH:24]=[CH:25][CH:26]=[CH:27][CH:28]=1)[CH2:21][CH2:20][N:18]([CH3:19])[C:17](=[O:30])[O:16][C:13]([CH3:15])([CH3:14])[CH3:12])#[N:2]. The yield is 0.690. (7) The reactants are [CH2:1]([C:3]1[N:13]([C:14]2[CH:19]=[CH:18][C:17]([CH2:20][CH2:21]O)=[CH:16][CH:15]=2)[C:6]2=[N:7][C:8]([CH3:12])=[CH:9][C:10]([CH3:11])=[C:5]2[N:4]=1)[CH3:2].S(Cl)([Cl:25])=O. The catalyst is C1(C)C=CC=CC=1. The product is [Cl:25][CH2:21][CH2:20][C:17]1[CH:18]=[CH:19][C:14]([N:13]2[C:6]3=[N:7][C:8]([CH3:12])=[CH:9][C:10]([CH3:11])=[C:5]3[N:4]=[C:3]2[CH2:1][CH3:2])=[CH:15][CH:16]=1. The yield is 0.900.